This data is from Forward reaction prediction with 1.9M reactions from USPTO patents (1976-2016). The task is: Predict the product of the given reaction. (1) Given the reactants C1C=NC=C(C(O)=O)C=1.Br[C:11]1[O:15][C:14]([C:16]([NH:18][C@@H:19]([CH2:24][N+:25]([CH3:28])([CH3:27])[CH3:26])[CH2:20][C:21]([O-:23])=[O:22])=[O:17])=[CH:13][CH:12]=1.[C:29]([C:31]1[CH:36]=[CH:35][CH:34]=[C:33]([O:37][CH2:38][CH2:39][CH2:40][CH2:41][CH2:42][CH3:43])[CH:32]=1)#[CH:30], predict the reaction product. The product is: [CH2:38]([O:37][C:33]1[CH:32]=[C:31]([C:29]#[C:30][C:11]2[O:15][C:14]([C:16]([NH:18][C@@H:19]([CH2:24][N+:25]([CH3:28])([CH3:27])[CH3:26])[CH2:20][C:21]([O-:23])=[O:22])=[O:17])=[CH:13][CH:12]=2)[CH:36]=[CH:35][CH:34]=1)[CH2:39][CH2:40][CH2:41][CH2:42][CH3:43]. (2) The product is: [CH3:17][CH:16]([CH3:18])[CH2:15][CH2:14][SiH:4]([CH:10]([CH3:12])[CH3:11])[CH:1]([CH3:3])[CH3:2]. Given the reactants [CH:1]([SiH:4]([CH:10]([CH3:12])[CH3:11])CC(C)(C)C)([CH3:3])[CH3:2].Br[CH2:14][CH2:15][CH:16]([CH3:18])[CH3:17], predict the reaction product. (3) Given the reactants Cl.[CH2:2]1[C:4]2([CH2:9][N:8]([C:10]([O:12][C:13]([CH3:16])([CH3:15])[CH3:14])=[O:11])[CH2:7][CH2:6][NH:5]2)[CH2:3]1.[F:17][C:18]1[CH:23]=[CH:22][C:21](I)=[CH:20][CH:19]=1.CC(C)([O-])C.[Na+], predict the reaction product. The product is: [F:17][C:18]1[CH:23]=[CH:22][C:21]([N:5]2[CH2:6][CH2:7][N:8]([C:10]([O:12][C:13]([CH3:16])([CH3:15])[CH3:14])=[O:11])[CH2:9][C:4]32[CH2:3][CH2:2]3)=[CH:20][CH:19]=1. (4) Given the reactants Cl[C:2]1[C:3](=[O:15])[N:4](C2CCCCO2)[N:5]=[CH:6][C:7]=1Cl.[CH:16]1([C:21]2[CH:26]=[CH:25][CH:24]=[CH:23][C:22]=2[OH:27])[CH2:20][CH2:19][CH2:18][CH2:17]1.C[O:29][C:30](=[O:39])[CH:31](Br)[CH2:32][CH:33]1[CH2:37][CH2:36][CH2:35][CH2:34]1, predict the reaction product. The product is: [CH:33]1([CH2:32][CH:31]([N:4]2[C:3](=[O:15])[CH:2]=[C:7]([O:27][C:22]3[CH:23]=[CH:24][CH:25]=[CH:26][C:21]=3[CH:16]3[CH2:17][CH2:18][CH2:19][CH2:20]3)[CH:6]=[N:5]2)[C:30]([OH:29])=[O:39])[CH2:37][CH2:36][CH2:35][CH2:34]1. (5) The product is: [Cl:46][C:43]1[CH:44]=[CH:45][C:40]([C:38]2[C:37]3[CH:47]=[C:48]([O:51][CH3:52])[CH:49]=[CH:50][C:36]=3[N:35]3[C:53]([CH3:56])=[N:54][N:55]=[C:34]3[C@H:33]([CH2:32][C:31]([NH:30][CH2:29][CH2:28][CH2:27][CH2:26][CH2:25][NH:24][C:8]([C:7]3[CH:6]=[CH:5][C:4]([B:1]([OH:2])[OH:3])=[CH:12][CH:11]=3)=[O:10])=[O:57])[N:39]=2)=[CH:41][CH:42]=1. Given the reactants [B:1]([C:4]1[CH:12]=[CH:11][C:7]([C:8]([OH:10])=O)=[CH:6][CH:5]=1)([OH:3])[OH:2].CCN=C=NCCCN(C)C.[NH2:24][CH2:25][CH2:26][CH2:27][CH2:28][CH2:29][NH:30][C:31](=[O:57])[CH2:32][C@@H:33]1[N:39]=[C:38]([C:40]2[CH:45]=[CH:44][C:43]([Cl:46])=[CH:42][CH:41]=2)[C:37]2[CH:47]=[C:48]([O:51][CH3:52])[CH:49]=[CH:50][C:36]=2[N:35]2[C:53]([CH3:56])=[N:54][N:55]=[C:34]12, predict the reaction product.